This data is from Full USPTO retrosynthesis dataset with 1.9M reactions from patents (1976-2016). The task is: Predict the reactants needed to synthesize the given product. (1) Given the product [C:1]([O:11][CH2:12][CH2:13][CH2:14][CH2:15][CH3:16])(=[O:10])[CH:2]([C:4]1[CH:9]=[CH:8][CH:7]=[CH:6][CH:5]=1)[OH:3], predict the reactants needed to synthesize it. The reactants are: [C:1]([O:11][CH2:12][CH3:13])(=[O:10])[CH:2]([C:4]1[CH:9]=[CH:8][CH:7]=[CH:6][CH:5]=1)[OH:3].[CH2:14](O)[CH2:15][CH2:16]CC.C1(C)C=CC(S(O)(=O)=O)=CC=1. (2) Given the product [CH:9]1([NH:8][C:6]2[C:5]([N+:13]([O-:15])=[O:14])=[CH:4][CH:3]=[C:2]([C:21]#[C:20][Si:17]([CH3:19])([CH3:18])[CH3:16])[N:7]=2)[CH2:12][CH2:11][CH2:10]1, predict the reactants needed to synthesize it. The reactants are: Cl[C:2]1[N:7]=[C:6]([NH:8][CH:9]2[CH2:12][CH2:11][CH2:10]2)[C:5]([N+:13]([O-:15])=[O:14])=[CH:4][CH:3]=1.[CH3:16][Si:17]([C:20]#[CH:21])([CH3:19])[CH3:18].C(N(CC)CC)C.